From a dataset of Peptide-MHC class II binding affinity with 134,281 pairs from IEDB. Regression. Given a peptide amino acid sequence and an MHC pseudo amino acid sequence, predict their binding affinity value. This is MHC class II binding data. (1) The peptide sequence is VQDAATYAVTTFSNV. The MHC is DRB5_0101 with pseudo-sequence DRB5_0101. The binding affinity (normalized) is 0.439. (2) The peptide sequence is AVAEAAVASAPQTTP. The MHC is HLA-DQA10301-DQB10302 with pseudo-sequence HLA-DQA10301-DQB10302. The binding affinity (normalized) is 0.436. (3) The peptide sequence is IVEFAKLAKQFEERDAVLLG. The MHC is DRB1_1101 with pseudo-sequence DRB1_1101. The binding affinity (normalized) is 0.605. (4) The MHC is H-2-IAb with pseudo-sequence H-2-IAb. The binding affinity (normalized) is 0.359. The peptide sequence is EKDSPFKLSSSEPHC. (5) The peptide sequence is LVKFVAGDGDVVAVD. The MHC is HLA-DQA10102-DQB10502 with pseudo-sequence HLA-DQA10102-DQB10502. The binding affinity (normalized) is 0.197. (6) The peptide sequence is GWNDWENVPFCSHHF. The MHC is DRB1_0901 with pseudo-sequence DRB1_0901. The binding affinity (normalized) is 0.686.